This data is from Catalyst prediction with 721,799 reactions and 888 catalyst types from USPTO. The task is: Predict which catalyst facilitates the given reaction. (1) Reactant: [Cl:1][C:2]1[CH:7]=[CH:6][C:5]([CH:8]2[CH2:13][CH2:12][N:11]([C:14](=[O:33])[CH2:15][CH2:16][CH:17]([C:19]3[CH:32]=[CH:31][C:22]4[CH2:23][CH2:24][N:25]([CH:28]([CH3:30])[CH3:29])[CH2:26][CH2:27][C:21]=4[CH:20]=3)O)[CH2:10][CH2:9]2)=[CH:4][CH:3]=1.O.C1(C)C=CC(S(O)(=O)=O)=CC=1.Cl. Product: [ClH:1].[Cl:1][C:2]1[CH:7]=[CH:6][C:5]([CH:8]2[CH2:9][CH2:10][N:11]([C:14](=[O:33])[CH2:15]/[CH:16]=[CH:17]/[C:19]3[CH:32]=[CH:31][C:22]4[CH2:23][CH2:24][N:25]([CH:28]([CH3:30])[CH3:29])[CH2:26][CH2:27][C:21]=4[CH:20]=3)[CH2:12][CH2:13]2)=[CH:4][CH:3]=1. The catalyst class is: 133. (2) Reactant: CCN(C(C)C)C(C)C.[C:10]([C:14]1[N:18]([CH2:19][CH:20]2[CH2:25][CH2:24][O:23][CH2:22][CH2:21]2)[C:17]2[CH:26]=[CH:27][C:28]([S:30]([N:33]3[CH:37]=[CH:36][C:35]([C:38]([OH:40])=O)=[CH:34]3)(=[O:32])=[O:31])=[CH:29][C:16]=2[N:15]=1)([CH3:13])([CH3:12])[CH3:11].[CH:41]1([NH2:45])[CH2:44][CH2:43][CH2:42]1.CN(C(ON1N=NC2C=CC=NC1=2)=[N+](C)C)C.F[P-](F)(F)(F)(F)F. Product: [C:10]([C:14]1[N:18]([CH2:19][CH:20]2[CH2:25][CH2:24][O:23][CH2:22][CH2:21]2)[C:17]2[CH:26]=[CH:27][C:28]([S:30]([N:33]3[CH:37]=[CH:36][C:35]([C:38]([NH:45][CH:41]4[CH2:44][CH2:43][CH2:42]4)=[O:40])=[CH:34]3)(=[O:32])=[O:31])=[CH:29][C:16]=2[N:15]=1)([CH3:12])([CH3:13])[CH3:11]. The catalyst class is: 18. (3) Reactant: [Si]([O:18][CH2:19][C:20]1[N:21]=[C:22]([C:33]2[CH:37]=[CH:36][O:35][N:34]=2)[N:23]([CH2:25][O:26][CH2:27][CH2:28][Si:29]([CH3:32])([CH3:31])[CH3:30])[CH:24]=1)(C(C)(C)C)(C1C=CC=CC=1)C1C=CC=CC=1.CCCC[N+](CCCC)(CCCC)CCCC.[F-]. Product: [O:35]1[CH:36]=[CH:37][C:33]([C:22]2[N:23]([CH2:25][O:26][CH2:27][CH2:28][Si:29]([CH3:32])([CH3:31])[CH3:30])[CH:24]=[C:20]([CH2:19][OH:18])[N:21]=2)=[N:34]1. The catalyst class is: 1. (4) Reactant: [C:1]([NH:8][CH2:9][CH2:10][NH2:11])([O:3][C:4]([CH3:7])([CH3:6])[CH3:5])=[O:2].[CH2:12]([CH:15]([CH2:19][C:20]#[CH:21])[C:16](O)=O)[C:13]#[CH:14].CN([C:25]([O:29]N1N=NC2C=CC=CC1=2)=[N+](C)C)C.[B-](F)(F)(F)F.CCN(C(C)C)C(C)C. The catalyst class is: 23. Product: [C:4]([O:3][C:1](=[O:2])[NH:8][CH2:9][CH2:10][NH:11][C:25](=[O:29])[CH2:16][CH:15]([CH2:19][C:20]#[CH:21])[CH2:12][C:13]#[CH:14])([CH3:5])([CH3:6])[CH3:7]. (5) Reactant: [C:1]([C:3]1[CH:8]=[CH:7][CH:6]=[CH:5][C:4]=1[OH:9])#[N:2].Br[CH2:11][C:12]([C:14]1[CH:19]=[CH:18][CH:17]=[CH:16][CH:15]=1)=[O:13].C(=O)([O-])[O-].[K+].[K+]. Product: [NH2:2][C:1]1[C:3]2[CH:8]=[CH:7][CH:6]=[CH:5][C:4]=2[O:9][C:11]=1[C:12]([C:14]1[CH:19]=[CH:18][CH:17]=[CH:16][CH:15]=1)=[O:13]. The catalyst class is: 21. (6) Reactant: [NH2:1][C:2]1[N:7]=[C:6]([NH2:8])[C:5]([O:9][C:10]2[C:15]([CH:16]([CH3:18])[CH3:17])=[CH:14][C:13]([OH:19])=[C:12]([I:20])[CH:11]=2)=[CH:4][N:3]=1.Br[CH2:22][CH2:23][O:24][Si:25]([C:28](C)(C)C)([CH3:27])[CH3:26].C([O-])([O-])=O.[K+].[K+]. Product: [I:20][C:12]1[C:13]([O:19][CH2:22][CH2:23][O:24][Si:25]([CH3:28])([CH3:27])[CH3:26])=[CH:14][C:15]([CH:16]([CH3:18])[CH3:17])=[C:10]([CH:11]=1)[O:9][C:5]1[C:6]([NH2:8])=[N:7][C:2]([NH2:1])=[N:3][CH:4]=1. The catalyst class is: 3.